Dataset: Peptide-MHC class II binding affinity with 134,281 pairs from IEDB. Task: Regression. Given a peptide amino acid sequence and an MHC pseudo amino acid sequence, predict their binding affinity value. This is MHC class II binding data. (1) The peptide sequence is EEVMNIVLIALSILA. The MHC is DRB1_0701 with pseudo-sequence DRB1_0701. The binding affinity (normalized) is 0.813. (2) The peptide sequence is TYRENLRTALRYYN. The MHC is DRB1_1101 with pseudo-sequence DRB1_1101. The binding affinity (normalized) is 0.588. (3) The peptide sequence is LQDLELSWNLNGLQAY. The MHC is HLA-DQA10301-DQB10302 with pseudo-sequence HLA-DQA10301-DQB10302. The binding affinity (normalized) is 0.382.